This data is from Forward reaction prediction with 1.9M reactions from USPTO patents (1976-2016). The task is: Predict the product of the given reaction. Given the reactants [S:1]=[C:2]1[NH:7][C:6](=[O:8])[CH:5]=[CH:4][NH:3]1.[H-].[Na+].[F:11][C:12]([F:16])([F:15])[CH2:13]I, predict the reaction product. The product is: [F:11][C:12]([F:16])([F:15])[CH2:13][S:1][C:2]1[NH:7][C:6](=[O:8])[CH:5]=[CH:4][N:3]=1.